From a dataset of Forward reaction prediction with 1.9M reactions from USPTO patents (1976-2016). Predict the product of the given reaction. (1) The product is: [CH3:1][CH:2]([C:4]1[CH:5]=[CH:6][C:7]([C:10]2[C:18]3[C:13](=[CH:14][CH:15]=[C:16]([C:19]4[N:20]=[N:27][NH:28][N:29]=4)[CH:17]=3)[NH:12][N:11]=2)=[CH:8][CH:9]=1)[CH3:3]. Given the reactants [CH3:1][CH:2]([C:4]1[CH:9]=[CH:8][C:7]([C:10]2[C:18]3[C:13](=[CH:14][CH:15]=[C:16]([C:19]#[N:20])[CH:17]=3)[N:12](C3CCCCO3)[N:11]=2)=[CH:6][CH:5]=1)[CH3:3].[N:27]([Sn](CCCC)(CCCC)CCCC)=[N+:28]=[N-:29].O1CCOCC1.Cl, predict the reaction product. (2) Given the reactants [CH3:1][CH:2]1[CH2:6][CH2:5][CH2:4][N:3]1[CH2:7][CH2:8][CH2:9][O:10][C:11]1[CH:16]=[CH:15][C:14](B2OC(C)(C)C(C)(C)O2)=[CH:13][CH:12]=1.Cl[C:27]1[S:28][C:29]2[C:35](=[O:36])[CH2:34][CH2:33][CH2:32][C:30]=2[N:31]=1.C([O-])(=O)C.[K+].O, predict the reaction product. The product is: [CH3:1][CH:2]1[CH2:6][CH2:5][CH2:4][N:3]1[CH2:7][CH2:8][CH2:9][O:10][C:11]1[CH:12]=[CH:13][C:14]([C:27]2[S:28][C:29]3[C:35](=[O:36])[CH2:34][CH2:33][CH2:32][C:30]=3[N:31]=2)=[CH:15][CH:16]=1. (3) Given the reactants [Cl:1][C:2]1[CH:3]=[CH:4][C:5]([O:15][CH2:16][C:17]2[CH:22]=[CH:21][CH:20]=[C:19]([F:23])[C:18]=2[F:24])=[C:6]([C:8](=O)[CH2:9][CH2:10][C:11](=O)[CH3:12])[CH:7]=1.[NH2:25][C:26]1[CH:27]=[C:28]([CH:32]=[C:33]([Br:35])[CH:34]=1)[C:29]([OH:31])=[O:30].CC1C=CC(S(O)(=O)=O)=CC=1, predict the reaction product. The product is: [Cl:1][C:2]1[CH:3]=[CH:4][C:5]([O:15][CH2:16][C:17]2[CH:22]=[CH:21][CH:20]=[C:19]([F:23])[C:18]=2[F:24])=[C:6]([C:8]2[N:25]([C:26]3[CH:27]=[C:28]([CH:32]=[C:33]([Br:35])[CH:34]=3)[C:29]([OH:31])=[O:30])[C:11]([CH3:12])=[CH:10][CH:9]=2)[CH:7]=1. (4) Given the reactants [NH2:1][C:2]1[S:3][C:4]2[C:9]([N:10]=1)=[CH:8][CH:7]=[C:6]([C:11]1[CH:12]=[C:13]([CH:19]=[CH:20][CH:21]=1)[C:14]([O:16]CC)=[O:15])[N:5]=2.C1COCC1.O.[OH-].[Li+].Cl, predict the reaction product. The product is: [NH2:1][C:2]1[S:3][C:4]2[C:9]([N:10]=1)=[CH:8][CH:7]=[C:6]([C:11]1[CH:12]=[C:13]([CH:19]=[CH:20][CH:21]=1)[C:14]([OH:16])=[O:15])[N:5]=2.